This data is from Full USPTO retrosynthesis dataset with 1.9M reactions from patents (1976-2016). The task is: Predict the reactants needed to synthesize the given product. Given the product [NH2:1][C:2]1[C:11]([NH2:12])=[CH:10][CH:9]=[C:8]2[C:3]=1[C:4](=[O:15])[NH:5][CH:6]=[N:7]2, predict the reactants needed to synthesize it. The reactants are: [NH2:1][C:2]1[C:11]([N+:12]([O-])=O)=[CH:10][CH:9]=[C:8]2[C:3]=1[C:4](=[O:15])[NH:5][CH:6]=[N:7]2.